Dataset: Full USPTO retrosynthesis dataset with 1.9M reactions from patents (1976-2016). Task: Predict the reactants needed to synthesize the given product. (1) Given the product [O:17]1[CH2:18][CH2:19][CH2:20][CH2:21][CH:16]1[O:15][CH2:12][C:13]#[C:14][C:2]1[CH:3]=[C:4]2[C:9](=[CH:10][CH:11]=1)[C:7](=[O:8])[O:6][CH2:5]2, predict the reactants needed to synthesize it. The reactants are: Br[C:2]1[CH:3]=[C:4]2[C:9](=[CH:10][CH:11]=1)[C:7](=[O:8])[O:6][CH2:5]2.[CH2:12]([O:15][CH:16]1[CH2:21][CH2:20][CH2:19][CH2:18][O:17]1)[C:13]#[CH:14].C(N(CC)CC)C. (2) Given the product [N:10]1([C:2]2[CH:9]=[CH:8][C:5]([C:6]#[N:7])=[CH:4][CH:3]=2)[CH2:14][CH2:13][CH2:12][CH2:11]1, predict the reactants needed to synthesize it. The reactants are: Cl[C:2]1[CH:9]=[CH:8][C:5]([C:6]#[N:7])=[CH:4][CH:3]=1.[NH:10]1[CH2:14][CH2:13][CH2:12][CH2:11]1. (3) Given the product [Cl:1][C:2]1[CH:7]=[CH:6][CH:5]=[C:4]([Cl:8])[C:3]=1[N:9]1[C:18]2[C:13](=[C:14]([C:21]3[CH:26]=[CH:25][C:24]([F:27])=[CH:23][C:22]=3[F:28])[CH:15]=[C:16]([O:19][CH3:20])[CH:17]=2)[CH:12]=[CH:11][C:10]1=[O:29], predict the reactants needed to synthesize it. The reactants are: [Cl:1][C:2]1[CH:7]=[CH:6][CH:5]=[C:4]([Cl:8])[C:3]=1[N:9]1[C:18]2[C:13](=[C:14]([C:21]3[CH:26]=[CH:25][C:24]([F:27])=[CH:23][C:22]=3[F:28])[CH:15]=[C:16]([O:19][CH3:20])[CH:17]=2)[CH2:12][CH2:11][C:10]1=[O:29].BrN1C(=O)CCC1=O.N(C(C)(C)C#N)=NC(C)(C)C#N. (4) The reactants are: [O:1]1[CH2:5][CH:4]=[C:3]([C:6]2[CH:11]=[C:10]([F:12])[C:9]([C:13]3[S:14][CH:15]=[C:16]([C:18]([O:20]C)=[O:19])[N:17]=3)=[C:8]([F:22])[CH:7]=2)[CH2:2]1.[Li+].[OH-].Cl. Given the product [F:12][C:10]1[CH:11]=[C:6]([CH:3]2[CH2:4][CH2:5][O:1][CH2:2]2)[CH:7]=[C:8]([F:22])[C:9]=1[C:13]1[S:14][CH:15]=[C:16]([C:18]([OH:20])=[O:19])[N:17]=1, predict the reactants needed to synthesize it.